This data is from Forward reaction prediction with 1.9M reactions from USPTO patents (1976-2016). The task is: Predict the product of the given reaction. Given the reactants [C:1]([O:5][C:6]([NH:8][C:9]1[S:10][CH:11]=[C:12](/[C:14](=[N:18]/[O:19][C:20]([C:33]2[CH:38]=[CH:37][CH:36]=[CH:35][CH:34]=2)([C:27]2[CH:32]=[CH:31][CH:30]=[CH:29][CH:28]=2)[C:21]2[CH:26]=[CH:25][CH:24]=[CH:23][CH:22]=2)/[C:15](O)=[O:16])[N:13]=1)=[O:7])([CH3:4])([CH3:3])[CH3:2].[C:39]([O:43][C:44](=[O:69])[C:45]1[CH:50]=[CH:49][CH:48]=[C:47]([CH2:51][C@H:52]([NH2:66])[B:53]2[O:61][CH:60]3[C:55]([CH3:65])([CH:56]4[CH2:62][CH:58]([CH2:59]3)[C:57]4([CH3:64])[CH3:63])[O:54]2)[C:46]=1[O:67][CH3:68])([CH3:42])([CH3:41])[CH3:40], predict the reaction product. The product is: [C:39]([O:43][C:44](=[O:69])[C:45]1[CH:50]=[CH:49][CH:48]=[C:47]([CH2:51][C@H:52]([NH:66][C:15](=[O:16])/[C:14](/[C:12]2[N:13]=[C:9]([NH:8][C:6]([O:5][C:1]([CH3:3])([CH3:2])[CH3:4])=[O:7])[S:10][CH:11]=2)=[N:18]\[O:19][C:20]([C:27]2[CH:32]=[CH:31][CH:30]=[CH:29][CH:28]=2)([C:21]2[CH:26]=[CH:25][CH:24]=[CH:23][CH:22]=2)[C:33]2[CH:38]=[CH:37][CH:36]=[CH:35][CH:34]=2)[B:53]2[O:61][CH:60]3[C:55]([CH3:65])([CH:56]4[CH2:62][CH:58]([CH2:59]3)[C:57]4([CH3:63])[CH3:64])[O:54]2)[C:46]=1[O:67][CH3:68])([CH3:42])([CH3:40])[CH3:41].